Dataset: Choline transporter screen with 302,306 compounds. Task: Binary Classification. Given a drug SMILES string, predict its activity (active/inactive) in a high-throughput screening assay against a specified biological target. The drug is Clc1cc(CC(=O)Nc2ccc(OC)nc2)ccc1Cl. The result is 0 (inactive).